From a dataset of Full USPTO retrosynthesis dataset with 1.9M reactions from patents (1976-2016). Predict the reactants needed to synthesize the given product. (1) The reactants are: [CH3:1][Mg]Br.[F:4][CH:5]1[C:10](=[O:11])[CH2:9][CH2:8][N:7]([C:12]([O:14][C:15]([CH3:18])([CH3:17])[CH3:16])=[O:13])[CH2:6]1. Given the product [F:4][CH:5]1[C:10]([OH:11])([CH3:1])[CH2:9][CH2:8][N:7]([C:12]([O:14][C:15]([CH3:18])([CH3:17])[CH3:16])=[O:13])[CH2:6]1, predict the reactants needed to synthesize it. (2) Given the product [CH:1]1([N:6]2[CH2:12][C:11]([F:14])([F:13])[C:10](=[O:15])[N:9]([CH2:16][CH2:17][CH3:18])[C:8]3[CH:19]=[N:20][C:21]([NH:23][C:24]4[CH:32]=[CH:31][C:27]([C:28]([NH:68][CH:69]5[CH2:74][CH2:73][O:72][CH2:71][CH2:70]5)=[O:29])=[CH:26][C:25]=4[O:33][CH3:34])=[N:22][C:7]2=3)[CH2:5][CH2:4][CH2:3][CH2:2]1, predict the reactants needed to synthesize it. The reactants are: [CH:1]1([N:6]2[CH2:12][C:11]([F:14])([F:13])[C:10](=[O:15])[N:9]([CH2:16][CH2:17][CH3:18])[C:8]3[CH:19]=[N:20][C:21]([NH:23][C:24]4[CH:32]=[CH:31][C:27]([C:28](O)=[O:29])=[CH:26][C:25]=4[O:33][CH3:34])=[N:22][C:7]2=3)[CH2:5][CH2:4][CH2:3][CH2:2]1.F[P-](F)(F)(F)(F)F.CN(C(N(C)C)=[N+]1C2C(=NC=CC=2)[N+]([O-])=N1)C.C(N(C(C)C)CC)(C)C.[NH2:68][CH:69]1[CH2:74][CH2:73][O:72][CH2:71][CH2:70]1. (3) Given the product [C:1]([O:4][CH2:5][C:6]1[N:7]=[C:8]([C:11]2[CH:16]=[CH:15][CH:14]=[C:13]([C:17]([F:18])([F:19])[F:20])[CH:12]=2)[S:9][C:10]=1[Br:21])(=[O:3])[CH3:2], predict the reactants needed to synthesize it. The reactants are: [C:1]([O:4][CH2:5][C:6]1[N:7]=[C:8]([C:11]2[CH:16]=[CH:15][CH:14]=[C:13]([C:17]([F:20])([F:19])[F:18])[CH:12]=2)[S:9][CH:10]=1)(=[O:3])[CH3:2].[Br:21]Br.S([O-])([O-])(=O)=S.[Na+].[Na+].